From a dataset of Full USPTO retrosynthesis dataset with 1.9M reactions from patents (1976-2016). Predict the reactants needed to synthesize the given product. Given the product [CH3:29][O:28][C:25]1[N:24]=[CH:23][N:22]=[C:21]([CH2:20][N:6]2[C:7]3[C:8](=[N:9][CH:10]=[CH:11][CH:12]=3)[C:4]([N+:1]([O-:3])=[O:2])=[CH:5]2)[C:26]=1[CH3:27], predict the reactants needed to synthesize it. The reactants are: [N+:1]([C:4]1[C:8]2=[N:9][CH:10]=[CH:11][CH:12]=[C:7]2[NH:6][CH:5]=1)([O-:3])=[O:2].C([O-])([O-])=O.[K+].[K+].Cl[CH2:20][C:21]1[C:26]([CH3:27])=[C:25]([O:28][CH3:29])[N:24]=[CH:23][N:22]=1.O.